The task is: Predict hERG channel inhibition at various concentrations.. This data is from hERG Central: cardiac toxicity at 1µM, 10µM, and general inhibition. The drug is CCOC(=O)C1(CCOc2ccccc2)CCN(Cc2cccc(OCCO)c2)CC1. Results: hERG_inhib (hERG inhibition (general)): blocker.